Predict the reaction yield, written as a fraction of the theoretical maximum amount of product (1.0 means a 100% yield; for example, 0.34 means a 34% yield). From a dataset of Reaction yield outcomes from USPTO patents with 853,638 reactions. (1) The reactants are [F:1][C:2]1[N:7]=[C:6]([C:8]2[CH:30]=[CH:29][C:11]([CH2:12][N:13]3[CH:21]=[C:20]4[C:15]([N:16]([CH2:25][CH:26]([CH3:28])[CH3:27])[C:17](=[O:24])[N:18]([CH3:23])[C:19]4=[O:22])=[CH:14]3)=[CH:10][CH:9]=2)[CH:5]=[CH:4][CH:3]=1.[Cl:31]N1C(=O)CCC1=O. The catalyst is C(Cl)(Cl)(Cl)Cl.CN(C=O)C. The product is [Cl:31][C:14]1[N:13]([CH2:12][C:11]2[CH:29]=[CH:30][C:8]([C:6]3[CH:5]=[CH:4][CH:3]=[C:2]([F:1])[N:7]=3)=[CH:9][CH:10]=2)[CH:21]=[C:20]2[C:19](=[O:22])[N:18]([CH3:23])[C:17](=[O:24])[N:16]([CH2:25][CH:26]([CH3:28])[CH3:27])[C:15]=12. The yield is 0.700. (2) The reactants are Cl[C:2]1[N:7]=[C:6]([NH:8][C:9]2[CH:14]=[CH:13][C:12]([O:15][CH3:16])=[C:11]([Cl:17])[CH:10]=2)[N:5]=[C:4]([NH:18][CH:19]2[CH2:25][CH2:24][CH2:23][CH2:22][CH2:21][CH2:20]2)[N:3]=1.[CH3:26][NH:27][CH:28]1[CH2:33][CH2:32][N:31]([CH3:34])[CH2:30][CH2:29]1.[OH-].[Na+].O. The catalyst is O1CCOCC1.C(Cl)Cl. The product is [Cl:17][C:11]1[CH:10]=[C:9]([NH:8][C:6]2[N:5]=[C:4]([NH:18][CH:19]3[CH2:25][CH2:24][CH2:23][CH2:22][CH2:21][CH2:20]3)[N:3]=[C:2]([N:27]([CH3:26])[CH:28]3[CH2:33][CH2:32][N:31]([CH3:34])[CH2:30][CH2:29]3)[N:7]=2)[CH:14]=[CH:13][C:12]=1[O:15][CH3:16]. The yield is 0.309. (3) The reactants are [O:1]1[CH2:5][CH:4]([OH:6])[CH:3]2[O:7][CH2:8][CH:9]([OH:10])[CH:2]12.N1C=CC=CC=1.[CH3:17][C:18]1[CH:23]=[CH:22][C:21]([S:24](Cl)(=[O:26])=[O:25])=[CH:20][CH:19]=1. The catalyst is ClCCl. The product is [CH3:17][C:18]1[CH:23]=[CH:22][C:21]([S:24]([O:6][CH:4]2[CH2:5][O:1][CH:2]3[CH:9]([OH:10])[CH2:8][O:7][CH:3]23)(=[O:26])=[O:25])=[CH:20][CH:19]=1. The yield is 0.498. (4) The reactants are [F:1][C:2]([F:42])([F:41])[C:3]1[CH:8]=[CH:7][C:6]([N:9]2[CH2:14][CH2:13][CH:12]([O:15][C:16]3[CH:21]=[CH:20][N:19]4[CH:22]=[C:23]([C:25]([NH:27][CH:28]5[CH2:33][CH2:32][N:31](C(OC(C)(C)C)=O)[CH2:30][CH2:29]5)=[O:26])[N:24]=[C:18]4[CH:17]=3)[CH2:11][CH2:10]2)=[CH:5][CH:4]=1.[ClH:43]. The catalyst is O1CCOCC1. The product is [ClH:43].[ClH:43].[NH:31]1[CH2:30][CH2:29][CH:28]([NH:27][C:25]([C:23]2[N:24]=[C:18]3[CH:17]=[C:16]([O:15][CH:12]4[CH2:13][CH2:14][N:9]([C:6]5[CH:7]=[CH:8][C:3]([C:2]([F:1])([F:41])[F:42])=[CH:4][CH:5]=5)[CH2:10][CH2:11]4)[CH:21]=[CH:20][N:19]3[CH:22]=2)=[O:26])[CH2:33][CH2:32]1. The yield is 0.980. (5) The yield is 0.400. The product is [Si:1]([O:8][C@H:9]([C@H:17]([O:20][Si:21]([C:24]([CH3:25])([CH3:27])[CH3:26])([CH3:22])[CH3:23])/[CH:18]=[CH:28]/[I:31])[CH2:10][CH2:11][CH2:12][C:13]([O:15][CH3:16])=[O:14])([C:4]([CH3:5])([CH3:7])[CH3:6])([CH3:3])[CH3:2]. The reactants are [Si:1]([O:8][C@H:9]([C@H:17]([O:20][Si:21]([C:24]([CH3:27])([CH3:26])[CH3:25])([CH3:23])[CH3:22])[CH:18]=O)[CH2:10][CH2:11][CH2:12][C:13]([O:15][CH3:16])=[O:14])([C:4]([CH3:7])([CH3:6])[CH3:5])([CH3:3])[CH3:2].[CH:28]([I:31])(I)I. The catalyst is C1COCC1.[Cl-].[Cr+3].[Cl-].[Cl-]. (6) The yield is 0.330. The product is [F:1][C:2]1[N:7]=[C:6]([N:13]2[C@@H:12]([CH:9]([CH3:11])[CH3:10])[CH2:16][O:15][C:14]2=[O:17])[CH:5]=[CH:4][N:3]=1. The catalyst is CN(C=O)C.O. The reactants are [F:1][C:2]1[N:7]=[C:6](F)[CH:5]=[CH:4][N:3]=1.[CH:9]([C@H:12]1[CH2:16][O:15][C:14](=[O:17])[NH:13]1)([CH3:11])[CH3:10].[H-].[Na+]. (7) The reactants are [N:1]1([C:6]([C:8]2[CH:13]=[CH:12][C:11]([C:14]3[O:15][C:16]([C:19]4[C:20]([C:25]5[CH:30]=[CH:29][CH:28]=[CH:27][CH:26]=5)=[N:21][O:22][C:23]=4[CH3:24])=[N:17][N:18]=3)=[CH:10][CH:9]=2)=[O:7])[CH:5]=[CH:4]N=[CH:2]1.N1CC[O:34][CH2:33]C1. No catalyst specified. The product is [CH3:24][C:23]1[O:22][N:21]=[C:20]([C:25]2[CH:30]=[CH:29][CH:28]=[CH:27][CH:26]=2)[C:19]=1[C:16]1[O:15][C:14]([C:11]2[CH:12]=[CH:13][C:8]([C:6]([N:1]3[CH2:2][CH2:33][O:34][CH2:4][CH2:5]3)=[O:7])=[CH:9][CH:10]=2)=[N:18][N:17]=1. The yield is 0.940.